This data is from Catalyst prediction with 721,799 reactions and 888 catalyst types from USPTO. The task is: Predict which catalyst facilitates the given reaction. (1) Reactant: Cl[C:2]1[C:11]([F:12])=[CH:10][C:9]2[C:4](=[CH:5][C:6]([O:13][CH3:14])=[CH:7][CH:8]=2)[N:3]=1.C(N(CC)CC)C. Product: [F:12][C:11]1[CH:2]=[N:3][C:4]2[C:9]([CH:10]=1)=[CH:8][CH:7]=[C:6]([O:13][CH3:14])[CH:5]=2. The catalyst class is: 63. (2) Reactant: [Br:1][C:2]1[CH:3]=[C:4]([F:16])[C:5](/[CH:8]=[N:9]/[S:10]([C:12]([CH3:15])([CH3:14])[CH3:13])=[O:11])=[N:6][CH:7]=1.[CH3:17][Mg]Cl.O. Product: [Br:1][C:2]1[CH:3]=[C:4]([F:16])[C:5]([C@H:8]([NH:9][S:10]([C:12]([CH3:13])([CH3:15])[CH3:14])=[O:11])[CH3:17])=[N:6][CH:7]=1. The catalyst class is: 448. (3) Reactant: C[C:2]1[N:7]=[C:6]([C:8]#[N:9])[N:5]=[C:4]([O:10][CH2:11][CH:12]([CH3:14])[CH3:13])[C:3]=1Br.[F:16][C:17]1[CH:22]=[CH:21][C:20]([O:23][CH3:24])=[CH:19][C:18]=1B(O)O.C1(P(C2CCCCC2)C2C=CC=CC=2C2C(OC)=CC=CC=2OC)CCCCC1.C(=O)([O-])[O-].[Na+].[Na+]. Product: [F:16][C:17]1[CH:22]=[CH:21][C:20]([O:23][CH3:24])=[CH:19][C:18]=1[C:3]1[C:4]([O:10][CH2:11][CH:12]([CH3:13])[CH3:14])=[N:5][C:6]([C:8]#[N:9])=[N:7][CH:2]=1. The catalyst class is: 101. (4) Reactant: [NH:1]([C:6]([O:8][C:9]([CH3:12])([CH3:11])[CH3:10])=[O:7])[CH2:2][C:3]([OH:5])=O.CCN(C(C)C)C(C)C.F[P-](F)(F)(F)(F)F.N1(O[P+](N(C)C)(N(C)C)N(C)C)C2C=CC=CC=2N=N1.Cl.[CH3:50][NH:51][O:52][CH3:53]. Product: [CH3:53][O:52][N:51]([CH3:50])[C:3](=[O:5])[CH2:2][NH:1][C:6](=[O:7])[O:8][C:9]([CH3:12])([CH3:11])[CH3:10]. The catalyst class is: 2. (5) Reactant: Br[C:2]1[CH:3]=[C:4]2[C:9](=[CH:10][CH:11]=1)[CH:8]=[C:7]([O:12][CH2:13][CH2:14][C:15]1[CH:16]=[N:17][CH:18]=[CH:19][CH:20]=1)[CH:6]=[CH:5]2.C([O-])(=O)C.[K+].Br[C:27]1[C:35]2[C:30](=[CH:31][CH:32]=[C:33]([C:36]#[N:37])[CH:34]=2)[N:29]([CH:38]2[CH2:43][CH2:42][CH2:41][CH2:40][O:39]2)[N:28]=1.P([O-])([O-])([O-])=O.[K+].[K+].[K+]. Product: [N:17]1[CH:18]=[CH:19][CH:20]=[C:15]([CH2:14][CH2:13][O:12][C:7]2[CH:8]=[C:9]3[C:4](=[CH:5][CH:6]=2)[CH:3]=[C:2]([C:27]2[C:35]4[C:30](=[CH:31][CH:32]=[C:33]([C:36]#[N:37])[CH:34]=4)[N:29]([CH:38]4[CH2:43][CH2:42][CH2:41][CH2:40][O:39]4)[N:28]=2)[CH:11]=[CH:10]3)[CH:16]=1. The catalyst class is: 3.